From a dataset of Full USPTO retrosynthesis dataset with 1.9M reactions from patents (1976-2016). Predict the reactants needed to synthesize the given product. Given the product [F:43][S:40]([F:41])([F:42])([F:44])([F:45])[C:37]1[CH:38]=[CH:39][C:34](/[CH:33]=[CH:32]/[C:29]2[O:30][CH:31]=[C:27]([CH2:26][O:1][C:2]3[CH:3]=[CH:4][C:5]([S:8]([NH2:11])(=[O:9])=[O:10])=[CH:6][CH:7]=3)[N:28]=2)=[CH:35][CH:36]=1, predict the reactants needed to synthesize it. The reactants are: [OH:1][C:2]1[CH:7]=[CH:6][C:5]([S:8]([NH:11]CCN2C=CN=N2)(=[O:10])=[O:9])=[CH:4][CH:3]=1.C(=O)([O-])[O-].[Cs+].[Cs+].Cl[CH2:26][C:27]1[N:28]=[C:29]([CH:32]=[CH:33][C:34]2[CH:39]=[CH:38][C:37]([S:40]([F:45])([F:44])([F:43])([F:42])[F:41])=[CH:36][CH:35]=2)[O:30][CH:31]=1.[I-].[K+].